Dataset: Reaction yield outcomes from USPTO patents with 853,638 reactions. Task: Predict the reaction yield, written as a fraction of the theoretical maximum amount of product (1.0 means a 100% yield; for example, 0.34 means a 34% yield). (1) The reactants are [F:1][C:2]1[CH:19]=[CH:18][C:17]([C:20]2[CH:25]=[CH:24][CH:23]=[C:22]([F:26])[CH:21]=2)=[CH:16][C:3]=1[C:4]([NH:6][C:7]1[C:12]([F:13])=[CH:11][CH:10]=[C:9]([OH:14])[C:8]=1[CH3:15])=O. The catalyst is C1COCC1. The product is [F:13][C:12]1[CH:11]=[CH:10][C:9]([OH:14])=[C:8]([CH3:15])[C:7]=1[NH:6][CH2:4][C:3]1[CH:16]=[C:17]([C:20]2[CH:25]=[CH:24][CH:23]=[C:22]([F:26])[CH:21]=2)[CH:18]=[CH:19][C:2]=1[F:1]. The yield is 0.690. (2) The reactants are FC(F)(F)C(O)=O.[Cl:8][C:9]1[CH:18]=[C:17]2[C:12]([C:13]([NH:19][C:20]3[CH:21]=[CH:22][C:23]([F:44])=[C:24]([C@:26]4([CH3:43])[CH2:34][C:30]5([CH2:33][CH2:32][CH2:31]5)[O:29][C:28]([NH:35]C(=O)OC(C)(C)C)=[N:27]4)[CH:25]=3)=[N:14][CH:15]=[N:16]2)=[CH:11][CH:10]=1. The catalyst is C(Cl)Cl. The product is [Cl:8][C:9]1[CH:18]=[C:17]2[C:12]([C:13]([NH:19][C:20]3[CH:21]=[CH:22][C:23]([F:44])=[C:24]([C@:26]4([CH3:43])[CH2:34][C:30]5([CH2:31][CH2:32][CH2:33]5)[O:29][C:28]([NH2:35])=[N:27]4)[CH:25]=3)=[N:14][CH:15]=[N:16]2)=[CH:11][CH:10]=1. The yield is 0.741. (3) The yield is 0.167. The reactants are [Br:1][C:2]1[CH:8]=[CH:7][CH:6]=[CH:5][C:3]=1[NH2:4].[N+:9]([O-:12])(O)=[O:10].[C:13](OC(=O)C)(=[O:15])[CH3:14]. No catalyst specified. The product is [Br:1][C:2]1[CH:8]=[CH:7][CH:6]=[C:5]([N+:9]([O-:12])=[O:10])[C:3]=1[NH:4][C:13](=[O:15])[CH3:14]. (4) The reactants are O1CCCC1.[Si]([O:13][CH2:14][C:15]1[CH:20]=[C:19]([CH:21]([S:30][C:31]2[CH:36]=[CH:35][C:34]([Cl:37])=[CH:33][CH:32]=2)[C:22]2[CH:27]=[C:26]([F:28])[CH:25]=[CH:24][C:23]=2[F:29])[C:18]([CH3:38])=[CH:17][N:16]=1)(C(C)(C)C)(C)C.[F-].C([N+](CCCC)(CCCC)CCCC)CCC.O. The catalyst is CCCCCC. The product is [Cl:37][C:34]1[CH:35]=[CH:36][C:31]([S:30][CH:21]([C:22]2[CH:27]=[C:26]([F:28])[CH:25]=[CH:24][C:23]=2[F:29])[C:19]2[C:18]([CH3:38])=[CH:17][N:16]=[C:15]([CH2:14][OH:13])[CH:20]=2)=[CH:32][CH:33]=1. The yield is 0.970. (5) The reactants are [CH3:1][S:2][C:3]1[CH:4]=[CH:5][C:6]([N+:9]([O-:11])=[O:10])=[N:7][CH:8]=1.OO.[OH2:14].C(O)(=[O:17])C. No catalyst specified. The product is [CH3:1][S:2]([C:3]1[CH:4]=[CH:5][C:6]([N+:9]([O-:11])=[O:10])=[N:7][CH:8]=1)(=[O:17])=[O:14]. The yield is 0.860. (6) The catalyst is CC1C=CC=CC=1C.ClCCl.CO. The yield is 0.100. The product is [C:1]1([C:7]2[N:12]=[CH:11][C:10]([C:13]3[N:14]=[C:15]([C:16]4[CH:17]=[N:18][CH:19]=[CH:20][CH:21]=4)[NH:23][N:24]=3)=[CH:9][N:8]=2)[CH:2]=[CH:3][CH:4]=[CH:5][CH:6]=1. The reactants are [C:1]1([C:7]2[N:12]=[CH:11][C:10]([C:13]#[N:14])=[CH:9][N:8]=2)[CH:6]=[CH:5][CH:4]=[CH:3][CH:2]=1.[C:15]([NH:23][NH2:24])(=O)[C:16]1[CH:21]=[CH:20][CH:19]=[N:18][CH:17]=1. (7) The product is [CH:13]([O:16][CH2:17][CH2:18][NH:21][C:22]1[N:23]=[CH:24][NH:25][C:26]=1[C:27]([NH2:29])=[O:28])([CH3:14])[CH3:15]. The catalyst is C(Cl)Cl.CO.CC1(C)N([O])C(C)(C)CCC1. The yield is 0.380. The reactants are ClN1C(=O)N(Cl)C(=O)N(Cl)C1=O.[CH:13]([O:16][CH2:17][CH2:18]O)([CH3:15])[CH3:14].Cl.[NH2:21][C:22]1[N:23]=[CH:24][NH:25][C:26]=1[C:27]([NH2:29])=[O:28]. (8) The catalyst is CC([O-])=O.CC([O-])=O.[Pd+2].O1CCOCC1. The reactants are Cl.Cl[C:3]1[N:8]=[C:7]([NH:9][C@@H:10]2[CH2:18][C@H:17]3[N:13]([CH2:14][CH2:15][CH2:16]3)[C:12]([CH3:20])([CH3:19])[CH2:11]2)[C:6]([F:21])=[CH:5][N:4]=1.[NH2:22][C:23]1[C:24]([F:42])=[CH:25][C:26]([O:36][C:37]([CH3:41])([CH3:40])[CH2:38][OH:39])=[C:27]([N:29]2[C:33](=[O:34])[N:32]([CH3:35])[N:31]=[N:30]2)[CH:28]=1.C1C=CC(P(C2C(C3C(P(C4C=CC=CC=4)C4C=CC=CC=4)=CC=C4C=3C=CC=C4)=C3C(C=CC=C3)=CC=2)C2C=CC=CC=2)=CC=1.C([O-])([O-])=O.[Cs+].[Cs+]. The product is [NH3:4].[CH3:33][OH:34].[OH:39][CH2:38][C:37]([CH3:41])([O:36][C:26]1[CH:25]=[C:24]([F:42])[C:23]([NH:22][C:3]2[N:8]=[C:7]([NH:9][C@@H:10]3[CH2:18][C@H:17]4[N:13]([CH2:14][CH2:15][CH2:16]4)[C:12]([CH3:20])([CH3:19])[CH2:11]3)[C:6]([F:21])=[CH:5][N:4]=2)=[CH:28][C:27]=1[N:29]1[C:33](=[O:34])[N:32]([CH3:35])[N:31]=[N:30]1)[CH3:40]. The yield is 0.0100.